From a dataset of Cav3 T-type calcium channel HTS with 100,875 compounds. Binary Classification. Given a drug SMILES string, predict its activity (active/inactive) in a high-throughput screening assay against a specified biological target. (1) The compound is O=c1[nH]c(=O)n(c2nc(N3CCCCC3)n(c12)C)C. The result is 0 (inactive). (2) The drug is s1c2c(CCC2)c2c1nc(SCC(=O)NCCCN1CCOCC1)nc2N. The result is 0 (inactive).